From a dataset of Full USPTO retrosynthesis dataset with 1.9M reactions from patents (1976-2016). Predict the reactants needed to synthesize the given product. (1) Given the product [CH2:35]([N:32]1[C:27]2=[N:28][C:29]([CH2:30][CH3:31])=[C:24]([CH2:23][NH:22][C:20]([C:16]3[CH:17]=[CH:18][CH:19]=[C:14]([C:12]([NH:11][CH2:10][C:4]4[CH:3]=[C:2]([C:54]5[CH:55]=[CH:56][CH:57]=[C:52]([CH2:51][N:49]6[CH2:48][CH2:47][NH:46][C@@H:45]([CH3:44])[CH2:50]6)[CH:53]=5)[C:7]([O:8][CH3:9])=[CH:6][CH:5]=4)=[O:13])[CH:15]=3)=[O:21])[C:25]([NH:37][CH:38]3[CH2:43][CH2:42][O:41][CH2:40][CH2:39]3)=[C:26]2[CH:34]=[N:33]1)[CH3:36], predict the reactants needed to synthesize it. The reactants are: Br[C:2]1[CH:3]=[C:4]([CH2:10][NH:11][C:12]([C:14]2[CH:19]=[CH:18][CH:17]=[C:16]([C:20]([NH:22][CH2:23][C:24]3[C:25]([NH:37][CH:38]4[CH2:43][CH2:42][O:41][CH2:40][CH2:39]4)=[C:26]4[CH:34]=[N:33][N:32]([CH2:35][CH3:36])[C:27]4=[N:28][C:29]=3[CH2:30][CH3:31])=[O:21])[CH:15]=2)=[O:13])[CH:5]=[CH:6][C:7]=1[O:8][CH3:9].[CH3:44][C@H:45]1[CH2:50][N:49]([CH2:51][C:52]2[CH:57]=[CH:56][CH:55]=[C:54](B3OC(C)(C)C(C)(C)O3)[CH:53]=2)[CH2:48][CH2:47][N:46]1C(OC(C)(C)C)=O.C(=O)([O-])[O-].[K+].[K+]. (2) Given the product [CH3:31][O:32][C:33]1[CH:40]=[CH:39][C:36]([CH2:37][O:3][CH2:4][C:5]2[N:6]=[C:7]([C:10]3[NH:11][CH:12]=[C:13]4[C:18]=3[C:17](=[O:19])[N:16]([CH3:20])[C:15](=[O:21])[N:14]4[CH3:22])[S:8][CH:9]=2)=[CH:35][CH:34]=1, predict the reactants needed to synthesize it. The reactants are: [H-].[Na+].[OH:3][CH2:4][C:5]1[N:6]=[C:7]([C:10]2[N:11](COCC[Si](C)(C)C)[CH:12]=[C:13]3[C:18]=2[C:17](=[O:19])[N:16]([CH3:20])[C:15](=[O:21])[N:14]3[CH3:22])[S:8][CH:9]=1.[CH3:31][O:32][C:33]1[CH:40]=[CH:39][C:36]([CH2:37]Cl)=[CH:35][CH:34]=1. (3) Given the product [Cl:1][C:2]1[CH:10]=[C:9]2[C:5]([C:6]([C:11]([N:13]3[CH2:18][CH2:17][C:16]4([C:22]5[CH:23]=[CH:24][CH:25]=[CH:26][C:21]=5[CH2:20][O:19]4)[CH2:15][CH2:14]3)=[O:12])=[CH:7][N:8]2[CH2:28][C:29]2([F:33])[CH2:32][O:31][CH2:30]2)=[CH:4][CH:3]=1, predict the reactants needed to synthesize it. The reactants are: [Cl:1][C:2]1[CH:10]=[C:9]2[C:5]([C:6]([C:11]([N:13]3[CH2:18][CH2:17][C:16]4([C:22]5[CH:23]=[CH:24][CH:25]=[CH:26][C:21]=5[CH2:20][O:19]4)[CH2:15][CH2:14]3)=[O:12])=[CH:7][NH:8]2)=[CH:4][CH:3]=1.Br[CH2:28][C:29]1([F:33])[CH2:32][O:31][CH2:30]1. (4) Given the product [CH3:1][O:2][C:3](=[O:42])[C:4]([C:5]1[CH:10]=[CH:9][CH:8]=[C:7]([O:11][CH2:12][CH2:13][CH2:14][N:15]([CH2:30][C:31]2[CH:36]=[CH:35][CH:34]=[C:33]([C:37]([F:38])([F:39])[F:40])[C:32]=2[Cl:41])[CH2:16][CH:17]([C:24]2[CH:25]=[CH:26][CH:27]=[CH:28][CH:29]=2)[C:18]2[CH:23]=[CH:22][CH:21]=[CH:20][CH:19]=2)[CH:6]=1)([CH2:52][CH3:53])[CH2:43][CH3:44], predict the reactants needed to synthesize it. The reactants are: [CH3:1][O:2][C:3](=[O:42])[CH2:4][C:5]1[CH:10]=[CH:9][CH:8]=[C:7]([O:11][CH2:12][CH2:13][CH2:14][N:15]([CH2:30][C:31]2[CH:36]=[CH:35][CH:34]=[C:33]([C:37]([F:40])([F:39])[F:38])[C:32]=2[Cl:41])[CH2:16][CH:17]([C:24]2[CH:29]=[CH:28][CH:27]=[CH:26][CH:25]=2)[C:18]2[CH:23]=[CH:22][CH:21]=[CH:20][CH:19]=2)[CH:6]=1.[CH:43]([N-]C(C)C)(C)[CH3:44].[Li+].I[CH2:52][CH3:53]. (5) Given the product [Cl:17][C:4]1[N:3]=[C:2]([NH:24][C@@H:19]2[CH2:20][CH2:21][CH2:22][CH2:23][C@H:18]2[NH2:25])[CH:7]=[C:6]([C:8]2[C:16]3[C:11](=[N:12][CH:13]=[CH:14][CH:15]=3)[NH:10][CH:9]=2)[CH:5]=1, predict the reactants needed to synthesize it. The reactants are: Cl[C:2]1[CH:7]=[C:6]([C:8]2[C:16]3[C:11](=[N:12][CH:13]=[CH:14][CH:15]=3)[NH:10][CH:9]=2)[CH:5]=[C:4]([Cl:17])[N:3]=1.[C@@H:18]1([NH2:25])[CH2:23][CH2:22][CH2:21][CH2:20][C@H:19]1[NH2:24]. (6) Given the product [Cl:1][C:2]1[CH:3]=[C:4]([C:10]2[O:11][C:12]3[C:17]([C:18](=[O:20])[CH:19]=2)=[C:16]([OH:21])[CH:15]=[C:14]([O:22][CH2:32][O:33][CH3:34])[CH:13]=3)[CH:5]=[CH:6][C:7]=1[O:8][CH3:9], predict the reactants needed to synthesize it. The reactants are: [Cl:1][C:2]1[CH:3]=[C:4]([C:10]2[O:11][C:12]3[C:17]([C:18](=[O:20])[CH:19]=2)=[C:16]([OH:21])[CH:15]=[C:14]([OH:22])[CH:13]=3)[CH:5]=[CH:6][C:7]=1[O:8][CH3:9].C(N(CC)C(C)C)(C)C.[CH3:32][O:33][CH2:34]Cl.O. (7) Given the product [C:26]1([C:7]2[S:6][C:5]([C:3]([OH:2])=[O:4])=[C:9]([N:10]([C:17]([C@H:19]3[CH2:24][CH2:23][C@H:22]([CH3:25])[CH2:21][CH2:20]3)=[O:18])[CH:11]3[CH2:12][CH2:13][N:14]([CH2:33][C:34]4[CH:35]=[N:36][CH:37]=[CH:38][CH:39]=4)[CH2:15][CH2:16]3)[CH:8]=2)[CH2:31][CH2:30][CH2:29][CH2:28][CH:27]=1, predict the reactants needed to synthesize it. The reactants are: C[O:2][C:3]([C:5]1[S:6][C:7]([C:26]2[CH2:31][CH2:30][CH2:29][CH2:28][CH:27]=2)=[CH:8][C:9]=1[N:10]([C:17]([C@H:19]1[CH2:24][CH2:23][C@H:22]([CH3:25])[CH2:21][CH2:20]1)=[O:18])[CH:11]1[CH2:16][CH2:15][NH:14][CH2:13][CH2:12]1)=[O:4].Br[CH2:33][C:34]1[CH:35]=[N:36][CH:37]=[CH:38][CH:39]=1.